From a dataset of Forward reaction prediction with 1.9M reactions from USPTO patents (1976-2016). Predict the product of the given reaction. Given the reactants [CH:1]1([N:7]=[C:8]=[N:9][CH:10]2[CH2:15][CH2:14][CH2:13][CH2:12][CH2:11]2)[CH2:6][CH2:5][CH2:4][CH2:3][CH2:2]1.[CH2:16]([N:18]([CH2:20][CH3:21])[OH:19])[CH3:17].[OH-].[Na+], predict the reaction product. The product is: [CH:10]1([NH:9][C:8](=[N:7][CH:1]2[CH2:2][CH2:3][CH2:4][CH2:5][CH2:6]2)[O:19][N:18]([CH2:20][CH3:21])[CH2:16][CH3:17])[CH2:15][CH2:14][CH2:13][CH2:12][CH2:11]1.